This data is from Reaction yield outcomes from USPTO patents with 853,638 reactions. The task is: Predict the reaction yield, written as a fraction of the theoretical maximum amount of product (1.0 means a 100% yield; for example, 0.34 means a 34% yield). (1) The reactants are [CH:1]1([N:6]2[C:15]3[N:14]=[C:13]([NH:16][C:17]4[CH:18]=[CH:19][C:20]([C:28]([OH:30])=O)=[C:21]5[C:25]=4[O:24][C:23]([CH3:27])([CH3:26])[CH2:22]5)[N:12]=[CH:11][C:10]=3[N:9]([CH3:31])[C:8](=[O:32])[C@H:7]2[CH2:33][CH3:34])[CH2:5][CH2:4][CH2:3][CH2:2]1.[NH2:35][CH2:36][C@H:37]([OH:46])[CH2:38][N:39]1[CH2:44][CH2:43][N:42]([CH3:45])[CH2:41][CH2:40]1.F[B-](F)(F)F.N1(OC(N(C)C)=[N+](C)C)C2C=CC=CC=2N=N1.C(N(C(C)C)CC)(C)C.C(=O)(O)[O-].[Na+]. The catalyst is ClCCl. The product is [CH:1]1([N:6]2[C:15]3[N:14]=[C:13]([NH:16][C:17]4[CH:18]=[CH:19][C:20]([C:28]([NH:35][CH2:36][C@H:37]([OH:46])[CH2:38][N:39]5[CH2:40][CH2:41][N:42]([CH3:45])[CH2:43][CH2:44]5)=[O:30])=[C:21]5[C:25]=4[O:24][C:23]([CH3:26])([CH3:27])[CH2:22]5)[N:12]=[CH:11][C:10]=3[N:9]([CH3:31])[C:8](=[O:32])[C@H:7]2[CH2:33][CH3:34])[CH2:2][CH2:3][CH2:4][CH2:5]1. The yield is 0.450. (2) The reactants are Br.BrC[C:4]1[N:5]=[C:6]2[C:11](=[N:12][CH:13]=1)[N:10]=[C:9]([NH2:14])[N:8]=[C:7]2[NH2:15].[CH3:16][O:17][C:18]1[CH:19]=[C:20]([CH:23]=[CH:24][C:25]=1[O:26][CH3:27])[CH2:21][NH2:22].C(=O)(O)[O-]. The catalyst is CN(C)C(=O)C. The product is [CH3:16][O:17][C:18]1[CH:19]=[C:20]([CH:23]=[CH:24][C:25]=1[O:26][CH3:27])[CH2:21][NH:22][C:4]1[N:5]=[C:6]2[C:11](=[N:12][CH:13]=1)[N:10]=[C:9]([NH2:14])[N:8]=[C:7]2[NH2:15]. The yield is 0.340. (3) The reactants are [F:1][C:2]1[CH:10]=[CH:9][C:8]([C:11]2[N:12]=[N:13][C:14]([NH:17][CH2:18][C:19]3([C:23]4[C:28]([F:29])=[CH:27][CH:26]=[CH:25][N:24]=4)[CH2:22][CH2:21][CH2:20]3)=[CH:15][CH:16]=2)=[CH:7][C:3]=1[C:4](O)=[O:5].[NH2:30][CH2:31][CH2:32][NH:33][C:34](=[O:43])[O:35][CH2:36][C:37]1[CH:42]=[CH:41][CH:40]=[CH:39][CH:38]=1.C1C=CC2N(O)N=NC=2C=1.CCN=C=NCCCN(C)C.Cl.CCN(C(C)C)C(C)C. The yield is 0.500. The catalyst is C(Cl)Cl. The product is [F:1][C:2]1[CH:10]=[CH:9][C:8]([C:11]2[N:12]=[N:13][C:14]([NH:17][CH2:18][C:19]3([C:23]4[C:28]([F:29])=[CH:27][CH:26]=[CH:25][N:24]=4)[CH2:20][CH2:21][CH2:22]3)=[CH:15][CH:16]=2)=[CH:7][C:3]=1[C:4]([NH:30][CH2:31][CH2:32][NH:33][C:34](=[O:43])[O:35][CH2:36][C:37]1[CH:38]=[CH:39][CH:40]=[CH:41][CH:42]=1)=[O:5]. (4) The reactants are [C:1]([O:5][C:6]([NH:8][CH:9]1[C:27](=[O:28])[N:26]2[CH:22]([CH2:23][CH:24]([O:29][Si:30]([C:33]([CH3:36])([CH3:35])[CH3:34])([CH3:32])[CH3:31])[CH2:25]2)[C:21](=[O:37])[NH:20][C:19]2([C:38]([OH:40])=O)[CH:17]([CH2:18]2)[CH:16]=[CH:15][CH2:14][CH2:13][CH2:12][CH2:11][CH2:10]1)=[O:7])([CH3:4])([CH3:3])[CH3:2].C1N=CN(C(N2C=NC=C2)=O)C=1.[CH:53]1([S:56]([NH2:59])(=[O:58])=[O:57])[CH2:55][CH2:54]1.C1CCN2C(=NCCC2)CC1. The catalyst is C1COCC1. The product is [C:1]([O:5][C:6](=[O:7])[NH:8][CH:9]1[C:27](=[O:28])[N:26]2[CH:22]([CH2:23][CH:24]([O:29][Si:30]([C:33]([CH3:35])([CH3:36])[CH3:34])([CH3:31])[CH3:32])[CH2:25]2)[C:21](=[O:37])[NH:20][C:19]2([C:38]([NH:59][S:56]([CH:53]3[CH2:55][CH2:54]3)(=[O:58])=[O:57])=[O:40])[CH:17]([CH2:18]2)[CH:16]=[CH:15][CH2:14][CH2:13][CH2:12][CH2:11][CH2:10]1)([CH3:3])([CH3:4])[CH3:2]. The yield is 0.510. (5) The reactants are [CH3:1][CH:2]1[CH2:6][C:5]2[C:7]([CH3:19])=[C:8]([N:13]3[CH2:18][CH2:17][NH:16][CH2:15][CH2:14]3)[C:9]([CH3:12])=[C:10]([CH3:11])[C:4]=2[O:3]1.Br[C:21]1[S:22][CH:23]=[N:24][N:25]=1. No catalyst specified. The product is [CH3:1][CH:2]1[CH2:6][C:5]2[C:7]([CH3:19])=[C:8]([N:13]3[CH2:14][CH2:15][N:16]([C:21]4[S:22][CH:23]=[N:24][N:25]=4)[CH2:17][CH2:18]3)[C:9]([CH3:12])=[C:10]([CH3:11])[C:4]=2[O:3]1. The yield is 0.140. (6) The reactants are [CH3:1][CH:2]([C:4]1[NH:8][C:7]([C:9]([O:11][CH2:12][CH3:13])=[O:10])=[N:6][CH:5]=1)[CH3:3].C1C(=O)N([Cl:21])C(=O)C1. No catalyst specified. The product is [Cl:21][C:5]1[N:6]=[C:7]([C:9]([O:11][CH2:12][CH3:13])=[O:10])[NH:8][C:4]=1[CH:2]([CH3:1])[CH3:3]. The yield is 0.770. (7) The catalyst is ClC(Cl)C.ClCCl. The yield is 0.880. The product is [CH3:1][C:2]1[CH:7]=[C:6]([CH3:8])[NH:5][C:4](=[O:9])[C:3]=1[CH2:10][NH:11][C:12]([C:14]1[CH:15]=[C:16]([C:30]2[CH:35]=[CH:34][C:33]([CH2:36][N:39]3[CH2:44][CH2:43][O:42][CH2:41][CH2:40]3)=[CH:32][C:31]=2[F:38])[CH:17]=[C:18]([N:21]([CH2:28][CH3:29])[CH:22]2[CH2:27][CH2:26][O:25][CH2:24][CH2:23]2)[C:19]=1[CH3:20])=[O:13]. The reactants are [CH3:1][C:2]1[CH:7]=[C:6]([CH3:8])[NH:5][C:4](=[O:9])[C:3]=1[CH2:10][NH:11][C:12]([C:14]1[CH:15]=[C:16]([C:30]2[CH:35]=[CH:34][C:33]([CH:36]=O)=[CH:32][C:31]=2[F:38])[CH:17]=[C:18]([N:21]([CH2:28][CH3:29])[CH:22]2[CH2:27][CH2:26][O:25][CH2:24][CH2:23]2)[C:19]=1[CH3:20])=[O:13].[NH:39]1[CH2:44][CH2:43][O:42][CH2:41][CH2:40]1.C(O)(=O)C.C(O[BH-](OC(=O)C)OC(=O)C)(=O)C.[Na+].